This data is from Blood-brain barrier permeability classification from the B3DB database. The task is: Regression/Classification. Given a drug SMILES string, predict its absorption, distribution, metabolism, or excretion properties. Task type varies by dataset: regression for continuous measurements (e.g., permeability, clearance, half-life) or binary classification for categorical outcomes (e.g., BBB penetration, CYP inhibition). Dataset: b3db_classification. (1) The drug is CCOC(=O)C1(c2ccccc2)CCN(C)CC1. The result is 1 (penetrates BBB). (2) The drug is COC(C(=O)NC1C(=O)N2C1SC(C)(C)C2C(=O)O)c1ccc(Cl)c(Cl)c1. The result is 0 (does not penetrate BBB). (3) The drug is C=CCN1CCC[C@H]1CNC(=O)c1cc(S(N)(=O)=O)cc(OC)c1OC. The result is 1 (penetrates BBB). (4) The drug is COc1ccc([C@H]2[C@@H](S(C)(=O)=O)[C@]2(C#N)CO)cc1. The result is 0 (does not penetrate BBB). (5) The compound is OCCN1CCN(CC/C=C2/c3ccccc3Sc3ccc(C(F)(F)F)cc32)CC1. The result is 1 (penetrates BBB). (6) The drug is CN1CC[C@]23c4c5ccc(OC(=O)c6cccnc6)c4O[C@H]2[C@@H](OC(=O)c2cccnc2)C=C[C@H]3[C@H]1C5. The result is 1 (penetrates BBB). (7) The drug is CCCN(CCC)C1Cc2cccc3cc(O)cc(c23)C1. The result is 1 (penetrates BBB). (8) The drug is CN1[C@H]2CC[C@@H]1CC(NC(=O)c1cn(C3CCCCC3)c3ccccc3c1=O)C2. The result is 1 (penetrates BBB).